Dataset: Full USPTO retrosynthesis dataset with 1.9M reactions from patents (1976-2016). Task: Predict the reactants needed to synthesize the given product. (1) The reactants are: [Cl:1][C:2]1[CH:7]=[CH:6][C:5]([C@H:8]2[N:15]3[C:11]([S:12][C:13]([C:19]([N:21]4[C@H:28]([CH3:29])[CH2:27][CH2:26][C@H:22]4[C:23]([OH:25])=O)=[O:20])=[C:14]3[CH:16]([CH3:18])[CH3:17])=[N:10][C@:9]2([C:31]2[CH:36]=[CH:35][C:34]([Cl:37])=[CH:33][CH:32]=2)[CH3:30])=[CH:4][CH:3]=1.[F:38][CH2:39][C@H:40]1[CH2:44][NH:43][CH2:42][C@H:41]1[NH:45][C:46](=[O:52])[O:47][C:48]([CH3:51])([CH3:50])[CH3:49]. Given the product [Cl:1][C:2]1[CH:7]=[CH:6][C:5]([C@H:8]2[N:15]3[C:11]([S:12][C:13]([C:19]([N:21]4[C@H:28]([CH3:29])[CH2:27][CH2:26][C@H:22]4[C:23]([N:43]4[CH2:44][C@H:40]([CH2:39][F:38])[C@H:41]([NH:45][C:46](=[O:52])[O:47][C:48]([CH3:50])([CH3:49])[CH3:51])[CH2:42]4)=[O:25])=[O:20])=[C:14]3[CH:16]([CH3:18])[CH3:17])=[N:10][C@:9]2([C:31]2[CH:32]=[CH:33][C:34]([Cl:37])=[CH:35][CH:36]=2)[CH3:30])=[CH:4][CH:3]=1, predict the reactants needed to synthesize it. (2) Given the product [NH2:23][CH2:22][C:21]1[CH:31]=[CH:32][C:18]([NH:17][C:15]([C:12]2[N:10]3[N:11]=[C:6]([NH:5][CH2:1][CH2:2][CH2:3][CH3:4])[CH:7]=[CH:8][C:9]3=[N:14][CH:13]=2)=[O:16])=[CH:19][CH:20]=1, predict the reactants needed to synthesize it. The reactants are: [CH2:1]([NH:5][C:6]1[CH:7]=[CH:8][C:9]2[N:10]([C:12]([C:15]([NH:17][C:18]3[CH:32]=[CH:31][C:21]([CH2:22][NH:23]C(=O)OC(C)(C)C)=[CH:20][CH:19]=3)=[O:16])=[CH:13][N:14]=2)[N:11]=1)[CH2:2][CH2:3][CH3:4].C(Cl)(=O)C.